Dataset: Catalyst prediction with 721,799 reactions and 888 catalyst types from USPTO. Task: Predict which catalyst facilitates the given reaction. Reactant: [Br:1][C:2]1[CH:7]=[CH:6][C:5]([CH2:8][CH2:9][NH2:10])=[CH:4][CH:3]=1.C(N(CC)CC)C.[C:18](O[C:18]([O:20][C:21]([CH3:24])([CH3:23])[CH3:22])=[O:19])([O:20][C:21]([CH3:24])([CH3:23])[CH3:22])=[O:19]. Product: [Br:1][C:2]1[CH:7]=[CH:6][C:5]([CH2:8][CH2:9][NH:10][C:18](=[O:19])[O:20][C:21]([CH3:24])([CH3:23])[CH3:22])=[CH:4][CH:3]=1. The catalyst class is: 2.